Dataset: Forward reaction prediction with 1.9M reactions from USPTO patents (1976-2016). Task: Predict the product of the given reaction. (1) Given the reactants [N:1]([CH2:4][C@H:5]1[O:11][CH:8]([O:9][CH3:10])[C@H:7]([OH:12])[C@H:6]1[O:13][CH2:14][CH3:15])=[N+:2]=[N-:3].N1C=CC=CC=1.[F:22][C:23]([F:36])([F:35])[S:24](O[S:24]([C:23]([F:36])([F:35])[F:22])(=[O:26])=[O:25])(=[O:26])=[O:25].CO, predict the reaction product. The product is: [N:1]([CH2:4][C@H:5]1[O:11][CH:8]([O:9][CH3:10])[C@H:7]([O:12][S:24]([C:23]([F:36])([F:35])[F:22])(=[O:26])=[O:25])[C@H:6]1[O:13][CH2:14][CH3:15])=[N+:2]=[N-:3]. (2) Given the reactants Cl[C:2]1[C:11]([CH2:12][C:13]2[CH:18]=[CH:17][C:16]([C:19]([F:22])([F:21])[F:20])=[CH:15][CH:14]=2)=[C:10]([Cl:23])[C:9]2[C:4](=[CH:5][CH:6]=[C:7]([I:24])[CH:8]=2)[N:3]=1.C[O-].[Na+].[C:28](=O)(O)[O-:29].[Na+], predict the reaction product. The product is: [Cl:23][C:10]1[C:9]2[C:4](=[CH:5][CH:6]=[C:7]([I:24])[CH:8]=2)[N:3]=[C:2]([O:29][CH3:28])[C:11]=1[CH2:12][C:13]1[CH:18]=[CH:17][C:16]([C:19]([F:22])([F:21])[F:20])=[CH:15][CH:14]=1.